From a dataset of Reaction yield outcomes from USPTO patents with 853,638 reactions. Predict the reaction yield, written as a fraction of the theoretical maximum amount of product (1.0 means a 100% yield; for example, 0.34 means a 34% yield). (1) The reactants are [Cl:1][C:2]1[CH:3]=[CH:4][C:5]([CH2:8][O:9][C:10]2[CH:15]=[CH:14][N:13]([C:16]3[CH:17]=[N:18][C:19]([N:22]4[CH2:37][CH2:36][C:24]5([CH2:28][N:27](C(OC(C)(C)C)=O)[CH2:26][CH2:25]5)[CH2:23]4)=[CH:20][CH:21]=3)[C:12](=[O:38])[CH:11]=2)=[N:6][CH:7]=1. The catalyst is C(O)(C(F)(F)F)=O.C(Cl)Cl. The product is [Cl:1][C:2]1[CH:3]=[CH:4][C:5]([CH2:8][O:9][C:10]2[CH:15]=[CH:14][N:13]([C:16]3[CH:17]=[N:18][C:19]([N:22]4[CH2:37][CH2:36][C:24]5([CH2:25][CH2:26][NH:27][CH2:28]5)[CH2:23]4)=[CH:20][CH:21]=3)[C:12](=[O:38])[CH:11]=2)=[N:6][CH:7]=1. The yield is 0.739. (2) The reactants are O1C2C=CC=C[C:4]=2[CH:3]=N1.[OH:10][C:11]1[C:15]2[CH:16]=[CH:17][C:18]([O:20][CH3:21])=[CH:19][C:14]=2[O:13][N:12]=1.C(O)C.C1(P(C2C=CC=CC=2)C2C=CC=CC=2)C=CC=CC=1.CC(OC(/N=N/C(OC(C)C)=O)=O)C. The catalyst is C1COCC1. The product is [CH2:3]([O:10][C:11]1[C:15]2[CH:16]=[CH:17][C:18]([O:20][CH3:21])=[CH:19][C:14]=2[O:13][N:12]=1)[CH3:4]. The yield is 0.440. (3) The reactants are Br[C:2]1[CH:3]=[CH:4][C:5]2[C:6]3[CH2:15][N:14]([C:16]([O:18][C:19]([CH3:22])([CH3:21])[CH3:20])=[O:17])[CH2:13][CH2:12][C:7]=3[N:8]([CH3:11])[C:9]=2[CH:10]=1.[F:23][C:24]([F:39])([F:38])[C:25]1[CH:26]=[CH:27][C:28]([N:31]2[CH2:36][CH2:35][NH:34][C:33](=[O:37])[CH2:32]2)=[N:29][CH:30]=1. No catalyst specified. The product is [CH3:11][N:8]1[C:9]2[CH:10]=[C:2]([N:34]3[CH2:35][CH2:36][N:31]([C:28]4[CH:27]=[CH:26][C:25]([C:24]([F:38])([F:39])[F:23])=[CH:30][N:29]=4)[CH2:32][C:33]3=[O:37])[CH:3]=[CH:4][C:5]=2[C:6]2[CH2:15][N:14]([C:16]([O:18][C:19]([CH3:22])([CH3:21])[CH3:20])=[O:17])[CH2:13][CH2:12][C:7]1=2. The yield is 0.180. (4) The reactants are [C:1]([O:5][C:6]([N:8]1[CH2:15][C:14]([F:17])([F:16])[CH2:13][C@H:9]1[C:10](O)=[O:11])=[O:7])([CH3:4])([CH3:3])[CH3:2].CSC. The catalyst is C1COCC1. The product is [C:1]([O:5][C:6]([N:8]1[CH2:15][C:14]([F:16])([F:17])[CH2:13][CH:9]1[CH2:10][OH:11])=[O:7])([CH3:4])([CH3:3])[CH3:2]. The yield is 0.750. (5) The reactants are [C:1]([O:4][CH2:5][C:6]1[C:11]([N:12]2[CH2:23][CH2:22][C:21]3[C:20]4[CH2:19][C:18]([CH3:25])([CH3:24])[CH2:17][C:16]=4[S:15][C:14]=3[C:13]2=[O:26])=[CH:10][C:9]([F:27])=[CH:8][C:7]=1Br)(=[O:3])[CH3:2].[CH3:29][C:30]1([CH3:46])[C:34]([CH3:36])([CH3:35])[O:33][B:32]([B:32]2[O:33][C:34]([CH3:36])([CH3:35])[C:30]([CH3:46])([CH3:29])[O:31]2)[O:31]1.CC(O[K])=O. The catalyst is O1CCOCC1.C1C=CC(P(C2C=CC=CC=2)[C-]2C=CC=C2)=CC=1.C1C=CC(P(C2C=CC=CC=2)[C-]2C=CC=C2)=CC=1.Cl[Pd]Cl.[Fe+2]. The product is [C:1]([O:4][CH2:5][C:6]1[C:7]([B:32]2[O:33][C:34]([CH3:36])([CH3:35])[C:30]([CH3:46])([CH3:29])[O:31]2)=[CH:8][C:9]([F:27])=[CH:10][C:11]=1[N:12]1[CH2:23][CH2:22][C:21]2[C:20]3[CH2:19][C:18]([CH3:25])([CH3:24])[CH2:17][C:16]=3[S:15][C:14]=2[C:13]1=[O:26])(=[O:3])[CH3:2]. The yield is 0.760. (6) The reactants are [C:1]([O:5][CH:6]([C:11]1[C:16]([CH3:17])=[CH:15][CH:14]=[C:13](OS(C(F)(F)F)(=O)=O)[C:12]=1[C:26]1[CH:27]=[CH:28][C:29]2[O:34][CH2:33][CH2:32][CH2:31][C:30]=2[CH:35]=1)[C:7]([O:9][CH3:10])=[O:8])([CH3:4])([CH3:3])[CH3:2].[C:36](B1OC(C)(C)C(C)(C)O1)([CH3:38])=[CH2:37].C(=O)([O-])[O-].[K+].[K+]. The catalyst is O1CCOCC1.O.C1(P(C2C=CC=CC=2)C2C=CC=CC=2)C=CC=CC=1.C1(P(C2C=CC=CC=2)C2C=CC=CC=2)C=CC=CC=1.C1(P(C2C=CC=CC=2)C2C=CC=CC=2)C=CC=CC=1.C1(P(C2C=CC=CC=2)C2C=CC=CC=2)C=CC=CC=1.[Pd]. The product is [C:1]([O:5][CH:6]([C:11]1[C:16]([CH3:17])=[CH:15][CH:14]=[C:13]([C:36]([CH3:38])=[CH2:37])[C:12]=1[C:26]1[CH:27]=[CH:28][C:29]2[O:34][CH2:33][CH2:32][CH2:31][C:30]=2[CH:35]=1)[C:7]([O:9][CH3:10])=[O:8])([CH3:4])([CH3:2])[CH3:3]. The yield is 0.670. (7) The reactants are [CH3:1][C:2]1[C:6]2[CH:7]=[CH:8][C:9]([OH:11])=[CH:10][C:5]=2[O:4][CH:3]=1.[Br:12][CH2:13][CH2:14][CH2:15]Br. The catalyst is [OH-].[Na+]. The product is [Br:12][CH2:13][CH2:14][CH2:15][O:11][C:9]1[CH:8]=[CH:7][C:6]2[C:2]([CH3:1])=[CH:3][O:4][C:5]=2[CH:10]=1. The yield is 0.580.